Dataset: Full USPTO retrosynthesis dataset with 1.9M reactions from patents (1976-2016). Task: Predict the reactants needed to synthesize the given product. (1) Given the product [C:28]1([S:34]([CH2:37][C:38]2[C:43]([C:44]([O:46][CH3:1])=[O:45])=[C:42]([O:47][CH2:54][CH2:55][N:56]([C:57]([O:58][C:59]([CH3:62])([CH3:61])[CH3:60])=[O:63])[CH3:64])[C:41]([C:48]3[CH:52]=[CH:51][O:50][CH:49]=3)=[CH:40][CH:39]=2)(=[O:36])=[O:35])[CH:29]=[CH:30][CH:31]=[CH:32][CH:33]=1, predict the reactants needed to synthesize it. The reactants are: [CH2:1](P(CCCC)CCCC)CCC.N(C(OC(C)C)=O)=NC(OC(C)C)=O.[C:28]1([S:34]([CH2:37][C:38]2[C:43]([C:44]([OH:46])=[O:45])=[C:42]([OH:47])[C:41]([C:48]3[CH:52]=[CH:51][O:50][CH:49]=3)=[CH:40][CH:39]=2)(=[O:36])=[O:35])[CH:33]=[CH:32][CH:31]=[CH:30][CH:29]=1.O[CH2:54][CH2:55][N:56]([CH3:64])[C:57](=[O:63])[O:58][C:59]([CH3:62])([CH3:61])[CH3:60]. (2) Given the product [Cl:8][C:9]1[C:14]([N+:15]([O-:17])=[O:16])=[C:13]([NH:32][CH2:31][CH2:30][O:29][CH2:28][CH2:27][CH2:26][C:22]2[S:21][CH:25]=[CH:24][N:23]=2)[C:12]([CH3:19])=[C:11]([CH3:20])[N:10]=1, predict the reactants needed to synthesize it. The reactants are: C(N(CC)CC)C.[Cl:8][C:9]1[C:14]([N+:15]([O-:17])=[O:16])=[C:13](Cl)[C:12]([CH3:19])=[C:11]([CH3:20])[N:10]=1.[S:21]1[CH:25]=[CH:24][N:23]=[C:22]1[CH2:26][CH2:27][CH2:28][O:29][CH2:30][CH2:31][NH2:32]. (3) Given the product [Br:1][C:2]1[CH:7]=[CH:6][C:5]([C:8]2[CH2:13][CH2:12][N:11]([S:14]([CH3:17])(=[O:16])=[O:15])[CH2:10][CH:9]=2)=[CH:4][CH:3]=1, predict the reactants needed to synthesize it. The reactants are: [Br:1][C:2]1[CH:7]=[CH:6][C:5]([C:8]2(O)[CH2:13][CH2:12][N:11]([S:14]([CH3:17])(=[O:16])=[O:15])[CH2:10][CH2:9]2)=[CH:4][CH:3]=1.C1(C)C=CC(S(O)(=O)=O)=CC=1. (4) Given the product [Br:1][C:2]1[CH:3]=[C:4]([O:11][CH3:12])[C:5]([O:10][CH:23]([F:25])[F:24])=[C:6]([O:8][CH3:9])[CH:7]=1, predict the reactants needed to synthesize it. The reactants are: [Br:1][C:2]1[CH:7]=[C:6]([O:8][CH3:9])[C:5]([OH:10])=[C:4]([O:11][CH3:12])[CH:3]=1.[OH-].[K+].C(OP([C:23](Br)([F:25])[F:24])(=O)OCC)C. (5) Given the product [Cl:22][C:18]1[CH:17]=[C:16]([C:15]2[S:14][C:13]([CH3:23])=[N:12][C:11]=2[C:9]([N:8]2[CH2:7][C@H:6]3[C@H:4]([CH2:5]3)[C@H:3]2[CH2:2][NH:1][C:29](=[O:30])[C:28]2[CH:32]=[C:33]([O:35][CH3:36])[CH:34]=[C:26]([O:25][CH3:24])[CH:27]=2)=[O:10])[CH:21]=[CH:20][CH:19]=1, predict the reactants needed to synthesize it. The reactants are: [NH2:1][CH2:2][C@H:3]1[N:8]([C:9]([C:11]2[N:12]=[C:13]([CH3:23])[S:14][C:15]=2[C:16]2[CH:21]=[CH:20][CH:19]=[C:18]([Cl:22])[CH:17]=2)=[O:10])[CH2:7][C@H:6]2[C@@H:4]1[CH2:5]2.[CH3:24][O:25][C:26]1[CH:27]=[C:28]([CH:32]=[C:33]([O:35][CH3:36])[CH:34]=1)[C:29](O)=[O:30]. (6) The reactants are: C(OC([N:8]1[C:16]2[C:11](=[CH:12][C:13]([C:17](O)=[O:18])=[CH:14][CH:15]=2)[CH:10]=[C:9]1[C:20]1[C:28]2[C:23](=[CH:24][C:25](Cl)=[CH:26][CH:27]=2)[NH:22][N:21]=1)=O)(C)(C)C.[CH3:30][N:31]1[CH2:36][CH2:35][NH:34][CH2:33][CH2:32]1.C(Cl)CCl.C1C=NC2N(O)N=NC=2C=1.C(N(CC)CC)C. Given the product [CH3:30][N:31]1[CH2:36][CH2:35][N:34]([C:17]([C:13]2[CH:12]=[C:11]3[C:16](=[CH:15][CH:14]=2)[NH:8][C:9]([C:20]2[C:28]4[C:23](=[CH:24][CH:25]=[CH:26][CH:27]=4)[NH:22][N:21]=2)=[CH:10]3)=[O:18])[CH2:33][CH2:32]1, predict the reactants needed to synthesize it. (7) Given the product [CH2:18]([S:20][C:2]1[C:3]([CH3:15])=[C:4]([CH:8]=[CH:9][C:10]=1[C:11]([F:14])([F:13])[F:12])[C:5]([OH:7])=[O:6])[CH3:19], predict the reactants needed to synthesize it. The reactants are: F[C:2]1[C:3]([CH3:15])=[C:4]([CH:8]=[CH:9][C:10]=1[C:11]([F:14])([F:13])[F:12])[C:5]([OH:7])=[O:6].[H-].[Na+].[CH2:18]([SH:20])[CH3:19].Cl. (8) Given the product [C:40]([C:36]1[CH:37]=[C:38]([F:39])[C:30]([C:10]2[CH:9]=[CH:8][CH:7]=[C:6]3[C:11]=2[C:2]([F:28])([F:1])[CH2:3][N:4]([C:21]([O:23][C:24]([CH3:25])([CH3:27])[CH3:26])=[O:22])[CH2:5]3)=[C:31]2[C:35]=1[NH:34][C:33]([CH3:43])=[C:32]2[CH3:44])(=[O:41])[NH2:42], predict the reactants needed to synthesize it. The reactants are: [F:1][C:2]1([F:28])[C:11]2[C:6](=[CH:7][CH:8]=[CH:9][C:10]=2B2OC(C)(C)C(C)(C)O2)[CH2:5][N:4]([C:21]([O:23][C:24]([CH3:27])([CH3:26])[CH3:25])=[O:22])[CH2:3]1.Br[C:30]1[C:38]([F:39])=[CH:37][C:36]([C:40]([NH2:42])=[O:41])=[C:35]2[C:31]=1[C:32]([CH3:44])=[C:33]([CH3:43])[NH:34]2.[O-]P([O-])([O-])=O.[K+].[K+].[K+].CCOC(C)=O.